Task: Regression. Given a peptide amino acid sequence and an MHC pseudo amino acid sequence, predict their binding affinity value. This is MHC class II binding data.. Dataset: Peptide-MHC class II binding affinity with 134,281 pairs from IEDB (1) The peptide sequence is GGKAYMDVISRRDQR. The MHC is DRB1_0701 with pseudo-sequence DRB1_0701. The binding affinity (normalized) is 0.454. (2) The peptide sequence is KGIHTVFGSAFQGLF. The MHC is HLA-DQA10501-DQB10302 with pseudo-sequence HLA-DQA10501-DQB10302. The binding affinity (normalized) is 0.511. (3) The peptide sequence is KRQGPKQMLVGGVVL. The MHC is DRB1_1301 with pseudo-sequence DRB1_1301. The binding affinity (normalized) is 0. (4) The peptide sequence is AKPDGKTDCTKEVEE. The MHC is HLA-DQA10201-DQB10202 with pseudo-sequence HLA-DQA10201-DQB10202. The binding affinity (normalized) is 0. (5) The peptide sequence is MTETLLVQNANPDCKTIL. The MHC is DRB5_0101 with pseudo-sequence DRB5_0101. The binding affinity (normalized) is 0. (6) The peptide sequence is GEEQIVDKIDAAFKI. The MHC is DRB5_0101 with pseudo-sequence DRB5_0101. The binding affinity (normalized) is 0.683. (7) The peptide sequence is SQDLELSWNLNGTQAY. The MHC is HLA-DQA10101-DQB10501 with pseudo-sequence HLA-DQA10101-DQB10501. The binding affinity (normalized) is 0.460. (8) The peptide sequence is LKAMTADQEVPEKPDS. The MHC is DRB4_0101 with pseudo-sequence DRB4_0103. The binding affinity (normalized) is 0.181.